This data is from Reaction yield outcomes from USPTO patents with 853,638 reactions. The task is: Predict the reaction yield, written as a fraction of the theoretical maximum amount of product (1.0 means a 100% yield; for example, 0.34 means a 34% yield). (1) The reactants are Cl[C:2]1[N:7]=[CH:6][C:5]2[C:8]([O:14][CH:15]3[CH2:19][CH2:18][O:17][CH2:16]3)=[N:9][N:10]([CH:11]([CH3:13])[CH3:12])[C:4]=2[CH:3]=1.C1(P(C2C=CC=CC=2)C2C3OC4C(=CC=CC=4P(C4C=CC=CC=4)C4C=CC=CC=4)C(C)(C)C=3C=CC=2)C=CC=CC=1.[CH:62]1([S:65]([N:68]2[CH:72]=[C:71]([C:73]3[N:78]=[C:77]([NH2:79])[CH:76]=[CH:75][N:74]=3)[CH:70]=[N:69]2)(=[O:67])=[O:66])[CH2:64][CH2:63]1.C(=O)([O-])[O-].[Cs+].[Cs+]. The catalyst is C1C=CC(/C=C/C(/C=C/C2C=CC=CC=2)=O)=CC=1.C1C=CC(/C=C/C(/C=C/C2C=CC=CC=2)=O)=CC=1.C1C=CC(/C=C/C(/C=C/C2C=CC=CC=2)=O)=CC=1.[Pd].[Pd].O1CCOCC1. The product is [CH:62]1([S:65]([N:68]2[CH:72]=[C:71]([C:73]3[N:78]=[C:77]([NH:79][C:2]4[N:7]=[CH:6][C:5]5[C:8]([O:14][CH:15]6[CH2:19][CH2:18][O:17][CH2:16]6)=[N:9][N:10]([CH:11]([CH3:13])[CH3:12])[C:4]=5[CH:3]=4)[CH:76]=[CH:75][N:74]=3)[CH:70]=[N:69]2)(=[O:66])=[O:67])[CH2:64][CH2:63]1. The yield is 0.160. (2) The reactants are [NH2:1][C:2]1[CH:7]=[CH:6][CH:5]=[CH:4][C:3]=1[SH:8].[Br:9][C:10]1[CH:11]=[C:12]([CH:15]=[CH:16][C:17]=1[OH:18])[CH:13]=O. The catalyst is CO. The product is [S:8]1[C:3]2[CH:4]=[CH:5][CH:6]=[CH:7][C:2]=2[N:1]=[C:13]1[C:12]1[CH:15]=[CH:16][C:17]([OH:18])=[C:10]([Br:9])[CH:11]=1. The yield is 0.380. (3) The reactants are [CH3:1][O:2][C:3]1[CH:8]=[CH:7][C:6]([C:9]2[CH:10]=[CH:11][C:12](=[O:28])[N:13]([CH2:15][C:16]3[CH:17]=[N:18][C:19]([C:22]#[C:23][Si](C)(C)C)=[CH:20][CH:21]=3)[CH:14]=2)=[CH:5][CH:4]=1.[F-].C([N+](CCCC)(CCCC)CCCC)CCC. The catalyst is C1COCC1.O. The product is [C:22]([C:19]1[N:18]=[CH:17][C:16]([CH2:15][N:13]2[CH:14]=[C:9]([C:6]3[CH:5]=[CH:4][C:3]([O:2][CH3:1])=[CH:8][CH:7]=3)[CH:10]=[CH:11][C:12]2=[O:28])=[CH:21][CH:20]=1)#[CH:23]. The yield is 0.350. (4) The reactants are I[C:2]1[C:10]2[C:5](=[N:6][CH:7]=[C:8]([C:11]3[CH:16]=[C:15]([O:17][CH3:18])[C:14]([O:19][CH3:20])=[C:13]([O:21][CH3:22])[CH:12]=3)[CH:9]=2)[N:4](S(C2C=CC(C)=CC=2)(=O)=O)[CH:3]=1.CC1(C)C(C)(C)OB([C:41]2[CH:46]=[CH:45][C:44]([C:47]3[NH:48][CH:49]=[CH:50][N:51]=3)=[CH:43][CH:42]=2)O1.C([O-])([O-])=O.[Na+].[Na+].CCOC(C)=O. The catalyst is CC#N.Cl[Pd](Cl)([P](C1C=CC=CC=1)(C1C=CC=CC=1)C1C=CC=CC=1)[P](C1C=CC=CC=1)(C1C=CC=CC=1)C1C=CC=CC=1. The product is [NH:48]1[CH:49]=[CH:50][N:51]=[C:47]1[C:44]1[CH:45]=[CH:46][C:41]([C:2]2[C:10]3[C:5](=[N:6][CH:7]=[C:8]([C:11]4[CH:16]=[C:15]([O:17][CH3:18])[C:14]([O:19][CH3:20])=[C:13]([O:21][CH3:22])[CH:12]=4)[CH:9]=3)[NH:4][CH:3]=2)=[CH:42][CH:43]=1. The yield is 0.220. (5) The product is [C:17]([O:22][CH2:23][O:10][C:8]1[CH:7]=[CH:6][C:3]([CH:4]=[O:5])=[C:2]([F:1])[CH:9]=1)(=[O:21])[CH2:18][CH2:19][CH3:20]. The catalyst is CC(C)=O. The yield is 0.430. The reactants are [F:1][C:2]1[CH:9]=[C:8]([OH:10])[CH:7]=[CH:6][C:3]=1[CH:4]=[O:5].C([O-])([O-])=O.[K+].[K+].[C:17]([O:22][CH2:23]Cl)(=[O:21])[CH2:18][CH2:19][CH3:20]. (6) The reactants are [C:1]([NH2:9])(=[O:8])[C:2]1[CH:7]=[CH:6][CH:5]=[CH:4][CH:3]=1.[C:10]([OH:14])(=[O:13])[CH:11]=[O:12]. The catalyst is CC(C)=O. The product is [C:1]([NH:9][CH:11]([OH:12])[C:10]([OH:14])=[O:13])(=[O:8])[C:2]1[CH:7]=[CH:6][CH:5]=[CH:4][CH:3]=1. The yield is 1.00. (7) The reactants are [CH3:1][O:2][C:3]1[CH:28]=[CH:27][C:6]([CH2:7][N:8]([C:22]2[S:23][CH:24]=[CH:25][N:26]=2)[S:9]([C:12]2[CH:13]=[CH:14][C:15]3[NH:20][CH2:19][CH2:18][O:17][C:16]=3[CH:21]=2)(=[O:11])=[O:10])=[CH:5][CH:4]=1.Br[C:30]1[CH:39]=[CH:38][CH:37]=[CH:36][C:31]=1[C:32]([O:34][CH3:35])=[O:33].CC1(C)C2C(=C(P(C3C=CC=CC=3)C3C=CC=CC=3)C=CC=2)OC2C(P(C3C=CC=CC=3)C3C=CC=CC=3)=CC=CC1=2.CC(C)([O-])C.[Na+]. The catalyst is C1(C)C=CC=CC=1.O. The product is [CH3:1][O:2][C:3]1[CH:4]=[CH:5][C:6]([CH2:7][N:8]([C:22]2[S:23][CH:24]=[CH:25][N:26]=2)[S:9]([C:12]2[CH:13]=[CH:14][C:15]3[N:20]([C:30]4[CH:39]=[CH:38][CH:37]=[CH:36][C:31]=4[C:32]([O:34][CH3:35])=[O:33])[CH2:19][CH2:18][O:17][C:16]=3[CH:21]=2)(=[O:11])=[O:10])=[CH:27][CH:28]=1. The yield is 0.757. (8) The reactants are [CH2:1]([O:3][C:4](=[O:28])[CH2:5][N:6]([CH2:8][CH2:9][CH:10]([C:22]1[CH:27]=[CH:26][CH:25]=[CH:24][CH:23]=1)[O:11][C:12]1[CH:17]=[CH:16][C:15]([C:18]([F:21])([F:20])[F:19])=[CH:14][CH:13]=1)[CH3:7])[CH3:2].[I:29][CH3:30]. The catalyst is C1C=CC=CC=1. The product is [I-:29].[CH3:7][N+:6]([CH3:30])([CH2:5][C:4]([O:3][CH2:1][CH3:2])=[O:28])[CH2:8][CH2:9][CH:10]([C:22]1[CH:23]=[CH:24][CH:25]=[CH:26][CH:27]=1)[O:11][C:12]1[CH:17]=[CH:16][C:15]([C:18]([F:19])([F:20])[F:21])=[CH:14][CH:13]=1. The yield is 0.850. (9) The reactants are CCN(C(C)C)C(C)C.[NH2:10][C:11]1[C:12]([F:23])=[C:13]([CH2:20][CH2:21][OH:22])[C:14]([N+:17]([O-:19])=[O:18])=[CH:15][CH:16]=1.[C:24](Cl)(=[O:26])[CH3:25]. The catalyst is C1COCC1. The product is [C:24]([O:22][CH2:21][CH2:20][C:13]1[C:14]([N+:17]([O-:19])=[O:18])=[CH:15][CH:16]=[C:11]([NH2:10])[C:12]=1[F:23])(=[O:26])[CH3:25]. The yield is 0.690. (10) The reactants are [C:1]([O:5][C:6]([N:8]1[C:36]2[C:31](=[CH:32][CH:33]=[C:34]([Cl:37])[CH:35]=2)[C:10]2([CH:15]([C:16]3[CH:21]=[CH:20][CH:19]=[C:18]([Cl:22])[CH:17]=3)[CH2:14][C:13](=[O:23])[NH:12][CH:11]2[C:24]2[CH:29]=[CH:28][CH:27]=[CH:26][C:25]=2[CH3:30])[C:9]1=[O:38])=[O:7])([CH3:4])([CH3:3])[CH3:2].[H-].[Li+].I[CH3:42]. The catalyst is CN(C)C=O.C(OCC)(=O)C. The product is [C:1]([O:5][C:6]([N:8]1[C:36]2[C:31](=[CH:32][CH:33]=[C:34]([Cl:37])[CH:35]=2)[C:10]2([CH:15]([C:16]3[CH:21]=[CH:20][CH:19]=[C:18]([Cl:22])[CH:17]=3)[CH2:14][C:13](=[O:23])[N:12]([CH3:42])[CH:11]2[C:24]2[CH:29]=[CH:28][CH:27]=[CH:26][C:25]=2[CH3:30])[C:9]1=[O:38])=[O:7])([CH3:4])([CH3:2])[CH3:3]. The yield is 0.770.